Predict the reactants needed to synthesize the given product. From a dataset of Full USPTO retrosynthesis dataset with 1.9M reactions from patents (1976-2016). (1) Given the product [NH2:32][C@H:30]([CH3:31])[C:29]([N:26]1[CH2:27][CH2:28][CH:23]([C:20]2[N:19]=[C:18]3[NH:41][C:15]([C:12]4[CH:13]=[CH:14][C:9]([O:8][CH2:1][C:2]5[CH:3]=[CH:4][CH:5]=[CH:6][CH:7]=5)=[CH:10][CH:11]=4)=[N:16][C:17]3=[CH:22][CH:21]=2)[CH2:24][CH2:25]1)=[O:40], predict the reactants needed to synthesize it. The reactants are: [CH2:1]([O:8][C:9]1[CH:14]=[CH:13][C:12]([C:15]2[NH:41][C:18]3=[N:19][C:20]([CH:23]4[CH2:28][CH2:27][N:26]([C:29](=[O:40])[C@H:30]([NH:32]C(=O)OC(C)(C)C)[CH3:31])[CH2:25][CH2:24]4)=[CH:21][CH:22]=[C:17]3[N:16]=2)=[CH:11][CH:10]=1)[C:2]1[CH:7]=[CH:6][CH:5]=[CH:4][CH:3]=1.C(O)(C(F)(F)F)=O. (2) Given the product [C:1]([O:5][C:6]([N:8]1[CH2:12][CH2:11][CH:10]([O:13][C:28]([N:56]2[CH2:57][CH2:58][CH:53]([O:52][C:50]3[CH:51]=[C:46]([N:42]4[C:43]5[C:39](=[CH:38][C:37]([S:34]([CH3:33])(=[O:36])=[O:35])=[CH:45][CH:44]=5)[CH2:40][CH2:41]4)[N:47]=[CH:48][N:49]=3)[CH2:54][CH2:55]2)=[O:29])[CH2:9]1)=[O:7])([CH3:4])([CH3:2])[CH3:3], predict the reactants needed to synthesize it. The reactants are: [C:1]([O:5][C:6]([N:8]1[CH2:12][CH2:11][CH:10]([OH:13])[CH2:9]1)=[O:7])([CH3:4])([CH3:3])[CH3:2].C(N(CC)CC)C.[N+](C1C=CC([C:28](Cl)=[O:29])=CC=1)([O-])=O.[CH3:33][S:34]([C:37]1[CH:38]=[C:39]2[C:43](=[CH:44][CH:45]=1)[N:42]([C:46]1[CH:51]=[C:50]([O:52][CH:53]3[CH2:58][CH2:57][NH:56][CH2:55][CH2:54]3)[N:49]=[CH:48][N:47]=1)[CH2:41][CH2:40]2)(=[O:36])=[O:35]. (3) Given the product [OH:9][CH2:13][CH2:12][N:11]([CH2:10][P:1](=[O:8])([O:5][CH2:6][CH3:7])[O:2][CH2:3][CH3:4])[CH2:14][CH2:15][OH:16], predict the reactants needed to synthesize it. The reactants are: [P:1]([O-:8])([O:5][CH2:6][CH3:7])[O:2][CH2:3][CH3:4].[O:9]1[CH2:13][CH2:12][N:11]([CH2:14][CH2:15][OH:16])[CH2:10]1. (4) The reactants are: [CH3:1][NH:2][C:3]([NH2:5])=[O:4].[C:6](Cl)(=[O:10])[C:7](Cl)=[O:8]. Given the product [CH3:1][N:2]1[C:7](=[O:8])[C:6](=[O:10])[NH:5][C:3]1=[O:4], predict the reactants needed to synthesize it. (5) Given the product [F:36][C:33]([F:34])([F:35])[C:31]1[CH:32]=[C:27]([CH:28]=[C:29]([C:37]([F:39])([F:40])[F:38])[CH:30]=1)[CH2:26][N:17]([CH2:16][C:15]1[C:6]([N:5]([CH2:4][CH:1]2[CH2:2][CH2:3]2)[CH2:42][CH:43]2[CH2:45][CH2:44]2)=[N:7][C:8]2[C:13]([CH:14]=1)=[CH:12][CH:11]=[CH:10][C:9]=2[CH3:41])[C:18]1[N:19]=[N:20][N:21]([CH2:23][CH2:24][O:25][CH3:49])[N:22]=1, predict the reactants needed to synthesize it. The reactants are: [CH:1]1([CH2:4][N:5]([CH2:42][CH:43]2[CH2:45][CH2:44]2)[C:6]2[C:15]([CH2:16][N:17]([CH2:26][C:27]3[CH:32]=[C:31]([C:33]([F:36])([F:35])[F:34])[CH:30]=[C:29]([C:37]([F:40])([F:39])[F:38])[CH:28]=3)[C:18]3[N:19]=[N:20][N:21]([CH2:23][CH2:24][OH:25])[N:22]=3)=[CH:14][C:13]3[C:8](=[C:9]([CH3:41])[CH:10]=[CH:11][CH:12]=3)[N:7]=2)[CH2:3][CH2:2]1.[OH-].[Na+].O.[CH3:49]SC. (6) Given the product [NH:22]1[CH:26]=[C:25]([C:27]2[N:31]([CH3:32])[N:30]=[C:29]([C:33]([NH:17][CH2:16][CH2:15][N:12]3[CH:13]=[CH:14][C:10]([C:7]4[CH:8]=[CH:9][C:4]([N+:1]([O-:3])=[O:2])=[C:5]([C:18]([F:21])([F:20])[F:19])[CH:6]=4)=[N:11]3)=[O:34])[CH:28]=2)[N:24]=[CH:23]1, predict the reactants needed to synthesize it. The reactants are: [N+:1]([C:4]1[CH:9]=[CH:8][C:7]([C:10]2[CH:14]=[CH:13][N:12]([CH2:15][CH2:16][NH2:17])[N:11]=2)=[CH:6][C:5]=1[C:18]([F:21])([F:20])[F:19])([O-:3])=[O:2].[NH:22]1[CH:26]=[C:25]([C:27]2[N:31]([CH3:32])[N:30]=[C:29]([C:33](O)=[O:34])[CH:28]=2)[N:24]=[CH:23]1.CCN(C(C)C)C(C)C.CCN=C=NCCCN(C)C.